Predict the reactants needed to synthesize the given product. From a dataset of Retrosynthesis with 50K atom-mapped reactions and 10 reaction types from USPTO. (1) Given the product CO[C@H]1CC[C@H](N2CCC(N)CC2)CC1, predict the reactants needed to synthesize it. The reactants are: COC1CCC(N2CCC(NC(=O)OC(C)(C)C)CC2)CC1. (2) Given the product CNc1ncc(C#C[Si](C)(C)C)cn1, predict the reactants needed to synthesize it. The reactants are: C#C[Si](C)(C)C.CNc1ncc(Br)cn1. (3) Given the product CCSc1ccc(S(C)(=O)=O)cc1C(=O)N1CCN(c2ccc(C(F)(F)F)cc2)CC1, predict the reactants needed to synthesize it. The reactants are: CCSc1ccc(S(C)(=O)=O)cc1C(=O)O.FC(F)(F)c1ccc(N2CCNCC2)cc1. (4) Given the product COC(=O)Cc1cc2c(c([N+](=O)[O-])c1)NCC2, predict the reactants needed to synthesize it. The reactants are: COC(=O)Cc1cc2c(c([N+](=O)[O-])c1)N(C(C)=O)CC2.